From a dataset of NCI-60 drug combinations with 297,098 pairs across 59 cell lines. Regression. Given two drug SMILES strings and cell line genomic features, predict the synergy score measuring deviation from expected non-interaction effect. (1) Drug 1: C1CCC(CC1)NC(=O)N(CCCl)N=O. Drug 2: N.N.Cl[Pt+2]Cl. Cell line: EKVX. Synergy scores: CSS=1.60, Synergy_ZIP=-2.60, Synergy_Bliss=-5.70, Synergy_Loewe=-7.70, Synergy_HSA=-6.36. (2) Drug 1: C1CCN(CC1)CCOC2=CC=C(C=C2)C(=O)C3=C(SC4=C3C=CC(=C4)O)C5=CC=C(C=C5)O. Drug 2: C1C(C(OC1N2C=NC3=C(N=C(N=C32)Cl)N)CO)O. Cell line: CCRF-CEM. Synergy scores: CSS=67.6, Synergy_ZIP=3.78, Synergy_Bliss=5.13, Synergy_Loewe=-32.8, Synergy_HSA=2.18. (3) Cell line: RXF 393. Drug 2: C1=NC(=NC(=O)N1C2C(C(C(O2)CO)O)O)N. Synergy scores: CSS=23.2, Synergy_ZIP=-6.56, Synergy_Bliss=-1.05, Synergy_Loewe=-2.03, Synergy_HSA=-1.66. Drug 1: CC1C(C(=O)NC(C(=O)N2CCCC2C(=O)N(CC(=O)N(C(C(=O)O1)C(C)C)C)C)C(C)C)NC(=O)C3=C4C(=C(C=C3)C)OC5=C(C(=O)C(=C(C5=N4)C(=O)NC6C(OC(=O)C(N(C(=O)CN(C(=O)C7CCCN7C(=O)C(NC6=O)C(C)C)C)C)C(C)C)C)N)C. (4) Drug 1: C(CC(=O)O)C(=O)CN.Cl. Drug 2: CC1C(C(CC(O1)OC2CC(CC3=C2C(=C4C(=C3O)C(=O)C5=CC=CC=C5C4=O)O)(C(=O)C)O)N)O. Cell line: UO-31. Synergy scores: CSS=45.7, Synergy_ZIP=-1.06, Synergy_Bliss=0.221, Synergy_Loewe=-27.1, Synergy_HSA=0.216. (5) Drug 1: C1C(C(OC1N2C=NC3=C(N=C(N=C32)Cl)N)CO)O. Drug 2: CC1C(C(CC(O1)OC2CC(OC(C2O)C)OC3=CC4=CC5=C(C(=O)C(C(C5)C(C(=O)C(C(C)O)O)OC)OC6CC(C(C(O6)C)O)OC7CC(C(C(O7)C)O)OC8CC(C(C(O8)C)O)(C)O)C(=C4C(=C3C)O)O)O)O. Cell line: M14. Synergy scores: CSS=55.0, Synergy_ZIP=-1.92, Synergy_Bliss=-1.01, Synergy_Loewe=-11.1, Synergy_HSA=-2.70. (6) Drug 2: CCC(=C(C1=CC=CC=C1)C2=CC=C(C=C2)OCCN(C)C)C3=CC=CC=C3.C(C(=O)O)C(CC(=O)O)(C(=O)O)O. Synergy scores: CSS=-0.393, Synergy_ZIP=1.18, Synergy_Bliss=1.52, Synergy_Loewe=-1.02, Synergy_HSA=-0.865. Drug 1: C1CCC(C1)C(CC#N)N2C=C(C=N2)C3=C4C=CNC4=NC=N3. Cell line: MALME-3M.